From a dataset of Peptide-MHC class I binding affinity with 185,985 pairs from IEDB/IMGT. Regression. Given a peptide amino acid sequence and an MHC pseudo amino acid sequence, predict their binding affinity value. This is MHC class I binding data. (1) The peptide sequence is VSPLAVTWW. The MHC is Mamu-A01 with pseudo-sequence Mamu-A01. The binding affinity (normalized) is 1.00. (2) The peptide sequence is GFPSLESSF. The MHC is HLA-A26:02 with pseudo-sequence HLA-A26:02. The binding affinity (normalized) is 0.0847. (3) The peptide sequence is ALTVVWLLV. The MHC is HLA-A02:01 with pseudo-sequence HLA-A02:01. The binding affinity (normalized) is 0.552. (4) The peptide sequence is LVKESMASL. The MHC is HLA-A30:01 with pseudo-sequence HLA-A30:01. The binding affinity (normalized) is 0.579.